From a dataset of Full USPTO retrosynthesis dataset with 1.9M reactions from patents (1976-2016). Predict the reactants needed to synthesize the given product. (1) Given the product [Cl:1][C:2]1[CH:16]=[CH:15][C:5]2[N:6]=[C:7]([N:9]3[CH2:13][CH2:12][CH:11]([NH:14][S:26]([C:21]4[CH:22]=[CH:23][CH:24]=[CH:25][C:20]=4[N+:17]([O-:19])=[O:18])(=[O:27])=[O:28])[CH2:10]3)[S:8][C:4]=2[CH:3]=1, predict the reactants needed to synthesize it. The reactants are: [Cl:1][C:2]1[CH:16]=[CH:15][C:5]2[N:6]=[C:7]([N:9]3[CH2:13][CH2:12][CH:11]([NH2:14])[CH2:10]3)[S:8][C:4]=2[CH:3]=1.[N+:17]([C:20]1[CH:25]=[CH:24][CH:23]=[CH:22][C:21]=1[S:26](Cl)(=[O:28])=[O:27])([O-:19])=[O:18].C(N(CC)CC)C.CN(C)C=O. (2) The reactants are: [CH3:1][NH2:2].Cl[C:4]1[C:22]([N+:23]([O-:25])=[O:24])=[CH:21][C:7]([C:8]([NH:10][C@H:11]2[CH2:16][CH2:15][C@H:14]([C:17]([F:20])([F:19])[F:18])[CH2:13][CH2:12]2)=[O:9])=[C:6]([O:26][CH2:27][CH2:28][O:29][CH3:30])[N:5]=1. Given the product [CH3:30][O:29][CH2:28][CH2:27][O:26][C:6]1[N:5]=[C:4]([NH:2][CH3:1])[C:22]([N+:23]([O-:25])=[O:24])=[CH:21][C:7]=1[C:8]([NH:10][C@H:11]1[CH2:16][CH2:15][C@H:14]([C:17]([F:20])([F:19])[F:18])[CH2:13][CH2:12]1)=[O:9], predict the reactants needed to synthesize it. (3) Given the product [CH3:9][S:10]([C:13]1[CH:18]=[CH:17][C:16]([C:2]2[N:7]=[CH:6][C:5]([OH:8])=[CH:4][CH:3]=2)=[CH:15][CH:14]=1)(=[O:12])=[O:11], predict the reactants needed to synthesize it. The reactants are: Br[C:2]1[N:7]=[CH:6][C:5]([OH:8])=[CH:4][CH:3]=1.[CH3:9][S:10]([C:13]1[CH:18]=[CH:17][C:16](B(O)O)=[CH:15][CH:14]=1)(=[O:12])=[O:11].C([O-])([O-])=O.[Na+].[Na+].COCCOC.